From a dataset of Forward reaction prediction with 1.9M reactions from USPTO patents (1976-2016). Predict the product of the given reaction. (1) Given the reactants [Br:1][C:2]1[C:11]2[CH2:10][CH2:9][CH2:8][C@@H:7]([NH2:12])[C:6]=2[CH:5]=[N:4][CH:3]=1.[C:13](O)(=[O:16])[CH2:14][CH3:15], predict the reaction product. The product is: [Br:1][C:2]1[C:11]2[CH2:10][CH2:9][CH2:8][C@@H:7]([NH:12][C:13](=[O:16])[CH2:14][CH3:15])[C:6]=2[CH:5]=[N:4][CH:3]=1. (2) Given the reactants [C:1]1([CH:8]=[CH:7][C:5]([OH:6])=[CH:4][CH:3]=1)[OH:2].[Cl:9][CH2:10][C:11](Cl)=[O:12], predict the reaction product. The product is: [Cl:9][CH2:10][C:11]([O:2][C:1]1[CH:8]=[CH:7][C:5]([O:6][C:11](=[O:12])[CH2:10][Cl:9])=[CH:4][CH:3]=1)=[O:12]. (3) Given the reactants [Cl:1][C:2]1[CH:29]=[CH:28][C:5]2[S:6][C:7]([S:10]([NH:13][C:14]3[CH:23]=[CH:22][C:17]([C:18](OC)=[O:19])=[CH:16][C:15]=3[S:24]([CH3:27])(=[O:26])=[O:25])(=[O:12])=[O:11])=[C:8]([CH3:9])[C:4]=2[CH:3]=1.[H-].C([Al+]CC(C)C)C(C)C, predict the reaction product. The product is: [Cl:1][C:2]1[CH:29]=[CH:28][C:5]2[S:6][C:7]([S:10]([NH:13][C:14]3[CH:23]=[CH:22][C:17]([CH2:18][OH:19])=[CH:16][C:15]=3[S:24]([CH3:27])(=[O:26])=[O:25])(=[O:12])=[O:11])=[C:8]([CH3:9])[C:4]=2[CH:3]=1. (4) Given the reactants [CH:1]1([CH2:6][CH:7]([C:18]2[NH:22][C:21]([C:23]([O:25]CC)=[O:24])=[C:20]([CH3:28])[CH:19]=2)[C:8]2[CH:13]=[CH:12][C:11]([S:14]([CH3:17])(=[O:16])=[O:15])=[CH:10][CH:9]=2)[CH2:5][CH2:4][CH2:3][CH2:2]1.O.[OH-].[Li+].Cl, predict the reaction product. The product is: [CH:1]1([CH2:6][CH:7]([C:18]2[NH:22][C:21]([C:23]([OH:25])=[O:24])=[C:20]([CH3:28])[CH:19]=2)[C:8]2[CH:9]=[CH:10][C:11]([S:14]([CH3:17])(=[O:15])=[O:16])=[CH:12][CH:13]=2)[CH2:5][CH2:4][CH2:3][CH2:2]1. (5) Given the reactants [CH3:1][O:2][C:3]1[CH:8]=[CH:7][CH:6]=[C:5]([O:9][CH3:10])[C:4]=1[CH:11]1[NH:16][C:15](=[O:17])[CH2:14][CH2:13][CH2:12]1.Br[CH:19]([C:21]1[CH:26]=[CH:25][C:24]([O:27][C:28]([F:31])([F:30])[F:29])=[CH:23][CH:22]=1)[CH3:20], predict the reaction product. The product is: [CH3:1][O:2][C:3]1[CH:8]=[CH:7][CH:6]=[C:5]([O:9][CH3:10])[C:4]=1[CH:11]1[N:16]([CH:19]([C:21]2[CH:22]=[CH:23][C:24]([O:27][C:28]([F:29])([F:30])[F:31])=[CH:25][CH:26]=2)[CH3:20])[C:15](=[O:17])[CH2:14][CH2:13][CH2:12]1. (6) Given the reactants [OH-].[Na+].[F:3][C:4]([CH3:34])([CH3:33])[CH2:5][N:6]1[C:18]([CH3:20])([CH3:19])[CH2:17][C:16]2[C:15]3[C:10](=[CH:11][CH:12]=[CH:13][CH:14]=3)[NH:9][C:8]=2[CH:7]1[C:21]1[CH:26]=[CH:25][C:24](/[CH:27]=[CH:28]/[C:29]([O:31]C)=[O:30])=[CH:23][CH:22]=1, predict the reaction product. The product is: [F:3][C:4]([CH3:34])([CH3:33])[CH2:5][N:6]1[C:18]([CH3:20])([CH3:19])[CH2:17][C:16]2[C:15]3[C:10](=[CH:11][CH:12]=[CH:13][CH:14]=3)[NH:9][C:8]=2[CH:7]1[C:21]1[CH:26]=[CH:25][C:24](/[CH:27]=[CH:28]/[C:29]([OH:31])=[O:30])=[CH:23][CH:22]=1. (7) Given the reactants [NH2:1][C:2]1[C:3]([OH:25])=[CH:4][CH:5]=[C:6]2[C:10]=1[N:9]([CH2:11][C@@H:12]([NH:14][C:15](=[O:24])[O:16][CH2:17][C:18]1[CH:23]=[CH:22][CH:21]=[CH:20][CH:19]=1)[CH3:13])[N:8]=[CH:7]2.[C:26](OC)(OC)(OC)[O:27][CH3:28].O.C1(C)C=CC(S(O)(=O)=O)=CC=1, predict the reaction product. The product is: [CH3:26][O:27][C:28]1[O:25][C:3]2[CH:4]=[CH:5][C:6]3[CH:7]=[N:8][N:9]([CH2:11][C@@H:12]([NH:14][C:15](=[O:24])[O:16][CH2:17][C:18]4[CH:19]=[CH:20][CH:21]=[CH:22][CH:23]=4)[CH3:13])[C:10]=3[C:2]=2[N:1]=1. (8) Given the reactants [CH2:1]([N:3]([CH2:11][CH2:12][N:13]1[CH2:18][CH2:17][S:16][C:15]2[CH:19]=[CH:20][C:21]([NH:23][C:24]([C:26]3[S:27][CH:28]=[CH:29][CH:30]=3)=[NH:25])=[CH:22][C:14]1=2)C(=O)OC(C)(C)C)[CH3:2].Cl, predict the reaction product. The product is: [CH2:1]([NH:3][CH2:11][CH2:12][N:13]1[CH2:18][CH2:17][S:16][C:15]2[CH:19]=[CH:20][C:21]([NH:23][C:24]([C:26]3[S:27][CH:28]=[CH:29][CH:30]=3)=[NH:25])=[CH:22][C:14]1=2)[CH3:2]. (9) Given the reactants [CH2:1]([O:3][C:4](=[O:26])[CH2:5][C:6]1[CH:11]=[C:10]([O:12][C:13]2[CH:18]=[CH:17][C:16]([Br:19])=[CH:15][C:14]=2[CH2:20]Br)[CH:9]=[CH:8][C:7]=1[C:22]([F:25])([F:24])[F:23])[CH3:2].[CH3:27][C@H:28]1[C@@H:32]([C:33]2[CH:38]=[CH:37][CH:36]=[CH:35][CH:34]=2)[O:31][C:30](=[O:39])[NH:29]1, predict the reaction product. The product is: [CH2:1]([O:3][C:4](=[O:26])[CH2:5][C:6]1[CH:11]=[C:10]([O:12][C:13]2[CH:18]=[CH:17][C:16]([Br:19])=[CH:15][C:14]=2[CH2:20][N:29]2[C@@H:28]([CH3:27])[C@@H:32]([C:33]3[CH:38]=[CH:37][CH:36]=[CH:35][CH:34]=3)[O:31][C:30]2=[O:39])[CH:9]=[CH:8][C:7]=1[C:22]([F:23])([F:25])[F:24])[CH3:2].